From a dataset of Full USPTO retrosynthesis dataset with 1.9M reactions from patents (1976-2016). Predict the reactants needed to synthesize the given product. (1) Given the product [CH:12]([C:13]1([CH2:28][O:29][CH3:30])[CH2:18][CH2:17][N:16]([CH2:19][C:20]2([C:24]([O:26][CH3:27])=[O:25])[CH2:23][CH2:22][CH2:21]2)[CH2:15][CH2:14]1)=[O:11], predict the reactants needed to synthesize it. The reactants are: CS(C)=O.C(Cl)(=O)C(Cl)=O.[OH:11][CH2:12][C:13]1([CH2:28][O:29][CH3:30])[CH2:18][CH2:17][N:16]([CH2:19][C:20]2([C:24]([O:26][CH3:27])=[O:25])[CH2:23][CH2:22][CH2:21]2)[CH2:15][CH2:14]1.C(N(CC)C(C)C)(C)C. (2) Given the product [C:15](/[C:17](=[CH:11]/[C:10]1[CH:13]=[CH:14][C:7]([C:2]2[CH:3]=[CH:4][CH:5]=[CH:6][N:1]=2)=[CH:8][CH:9]=1)/[C:18]([O:20][C:21]([CH3:24])([CH3:23])[CH3:22])=[O:19])#[N:16], predict the reactants needed to synthesize it. The reactants are: [N:1]1[CH:6]=[CH:5][CH:4]=[CH:3][C:2]=1[C:7]1[CH:14]=[CH:13][C:10]([CH:11]=O)=[CH:9][CH:8]=1.[C:15]([CH2:17][C:18]([O:20][C:21]([CH3:24])([CH3:23])[CH3:22])=[O:19])#[N:16].N1CCCCC1. (3) Given the product [CH3:6][CH:5]([CH3:7])[C@H:4]([NH:8][S:9]([C:12]1[CH:17]=[CH:16][C:15]([C:18]2[CH:19]=[CH:20][C:21]([NH:24][C:25]([C:27]3[O:28][C:29]4[CH:36]=[CH:35][CH:34]=[C:33]([C:37]5[CH:42]=[CH:41][CH:40]=[C:39]([N+:43]([O-:45])=[O:44])[CH:38]=5)[C:30]=4[C:31]=3[CH3:32])=[O:26])=[CH:22][CH:23]=2)=[CH:14][CH:13]=1)(=[O:11])=[O:10])[C:3]([OH:46])=[O:2], predict the reactants needed to synthesize it. The reactants are: C[O:2][C:3](=[O:46])[C@@H:4]([NH:8][S:9]([C:12]1[CH:17]=[CH:16][C:15]([C:18]2[CH:23]=[CH:22][C:21]([NH:24][C:25]([C:27]3[O:28][C:29]4[CH:36]=[CH:35][CH:34]=[C:33]([C:37]5[CH:42]=[CH:41][CH:40]=[C:39]([N+:43]([O-:45])=[O:44])[CH:38]=5)[C:30]=4[C:31]=3[CH3:32])=[O:26])=[CH:20][CH:19]=2)=[CH:14][CH:13]=1)(=[O:11])=[O:10])[CH:5]([CH3:7])[CH3:6].[Li+].[OH-]. (4) Given the product [CH2:3]1[C@H:2]([N:26]2[C:27]3[N:28]=[C:20]([Cl:19])[N:21]=[C:22]([NH2:29])[C:23]=3[N:24]=[CH:25]2)[O:9][C@H:6]([CH2:7][OH:8])[C@H:4]1[OH:5], predict the reactants needed to synthesize it. The reactants are: [Na].[C@@H:2]1(N2C=C(C)C(=O)NC2=O)[O:9][C@H:6]([CH2:7][OH:8])[C@@H:4]([OH:5])[CH2:3]1.[Cl:19][C:20]1[N:28]=[C:27]2[C:23]([NH:24][CH:25]=[N:26]2)=[C:22]([NH2:29])[N:21]=1.[C@@H]1(N2C=CC(=O)NC2=O)O[C@H](CO)[C@@H](O)C1.ClC1N=C2C(NC=N2)=C(N=CN(C)C)N=1. (5) Given the product [Cl:17][C:11]1[CH:10]=[C:9]([NH:8][C:6]2[N:7]=[C:2]([N:31]([CH3:32])[CH:28]3[CH2:29][CH2:30][N:25]([CH3:24])[CH2:26][CH2:27]3)[N:3]=[C:4]([NH:18][CH:19]([CH2:22][OH:23])[CH2:20][OH:21])[N:5]=2)[CH:14]=[CH:13][C:12]=1[O:15][CH3:16], predict the reactants needed to synthesize it. The reactants are: Cl[C:2]1[N:7]=[C:6]([NH:8][C:9]2[CH:14]=[CH:13][C:12]([O:15][CH3:16])=[C:11]([Cl:17])[CH:10]=2)[N:5]=[C:4]([NH:18][CH:19]([CH2:22][OH:23])[CH2:20][OH:21])[N:3]=1.[CH3:24][N:25]1[CH2:30][CH2:29][CH:28]([NH:31][CH3:32])[CH2:27][CH2:26]1.[OH-].[Na+]. (6) The reactants are: [CH2:1]([N:4]1[C:12]2[C:11](Cl)=[N:10][CH:9]=[N:8][C:7]=2[C:6]([C:14]([C:20]2[CH:21]=[C:22]3[C:26](=[CH:27][CH:28]=2)[N:25]([C:29]2[CH:34]=[CH:33][C:32]([F:35])=[CH:31][CH:30]=2)[N:24]=[CH:23]3)([OH:19])[C:15]([F:18])([F:17])[F:16])=[CH:5]1)[CH:2]=[CH2:3].FC(F)(F)C(O)=[O:39].C(=O)(O)[O-].[Na+]. Given the product [CH2:1]([N:4]1[C:12]2[C:11](=[O:39])[NH:10][CH:9]=[N:8][C:7]=2[C:6]([C:14]([C:20]2[CH:21]=[C:22]3[C:26](=[CH:27][CH:28]=2)[N:25]([C:29]2[CH:34]=[CH:33][C:32]([F:35])=[CH:31][CH:30]=2)[N:24]=[CH:23]3)([OH:19])[C:15]([F:18])([F:17])[F:16])=[CH:5]1)[CH:2]=[CH2:3], predict the reactants needed to synthesize it. (7) Given the product [ClH:17].[NH2:4][C:5]12[CH2:6][C:7]3([CH3:16])[CH2:13][CH:11]([CH2:10][C:9]([CH3:15])([CH2:8]3)[CH2:14]1)[CH2:12]2, predict the reactants needed to synthesize it. The reactants are: C([NH:4][C:5]12[CH2:14][C:9]3([CH3:15])[CH2:10][CH:11]([CH2:13][C:7]([CH3:16])([CH2:8]3)[CH2:6]1)[CH2:12]2)(=O)C.[ClH:17]. (8) Given the product [Cl:19][CH2:11][C:8]1[CH:9]=[CH:10][C:5]([O:4][CH:1]([CH3:3])[CH3:2])=[C:6]([C:13]([F:16])([F:15])[F:14])[CH:7]=1, predict the reactants needed to synthesize it. The reactants are: [CH:1]([O:4][C:5]1[CH:10]=[CH:9][C:8]([CH2:11]O)=[CH:7][C:6]=1[C:13]([F:16])([F:15])[F:14])([CH3:3])[CH3:2].O=S(Cl)[Cl:19]. (9) Given the product [O:19]=[C:5]1[CH:4]([C:20]2[C:25]([CH3:26])=[CH:24][C:23]([CH3:27])=[CH:22][C:21]=2[CH3:28])[C:3](=[O:2])[CH2:7][CH:6]1[CH2:8][CH2:9][NH:10][C:11](=[O:18])[C:12]1[CH:17]=[CH:16][CH:15]=[CH:14][CH:13]=1, predict the reactants needed to synthesize it. The reactants are: C[O:2][C:3]1[CH2:7][CH:6]([CH2:8][CH2:9][NH:10][C:11](=[O:18])[C:12]2[CH:17]=[CH:16][CH:15]=[CH:14][CH:13]=2)[C:5](=[O:19])[C:4]=1[C:20]1[C:25]([CH3:26])=[CH:24][C:23]([CH3:27])=[CH:22][C:21]=1[CH3:28].